Dataset: Reaction yield outcomes from USPTO patents with 853,638 reactions. Task: Predict the reaction yield, written as a fraction of the theoretical maximum amount of product (1.0 means a 100% yield; for example, 0.34 means a 34% yield). (1) The reactants are [CH3:1][C:2]1[CH:7]=[CH:6][N:5]=[C:4]([Mg]Br)[CH:3]=1.C1C[O:13][CH2:12]C1.CN(C=O)C. No catalyst specified. The product is [CH3:1][C:2]1[CH:7]=[CH:6][N:5]=[C:4]([CH:12]=[O:13])[CH:3]=1. The yield is 0.715. (2) The reactants are Br[C:2]1[C:3]([F:9])=[CH:4][C:5]([NH2:8])=[N:6][CH:7]=1.[CH3:10][N:11]1[CH:15]=[C:14](B2OC(C)(C)C(C)(C)O2)[CH:13]=[N:12]1.C([O-])([O-])=O.[Na+].[Na+].S([O-])([O-])(=O)=O.[Na+].[Na+]. The catalyst is COCCOC. The product is [F:9][C:3]1[C:2]([C:14]2[CH:13]=[N:12][N:11]([CH3:10])[CH:15]=2)=[CH:7][N:6]=[C:5]([NH2:8])[CH:4]=1. The yield is 0.750.